From a dataset of Reaction yield outcomes from USPTO patents with 853,638 reactions. Predict the reaction yield, written as a fraction of the theoretical maximum amount of product (1.0 means a 100% yield; for example, 0.34 means a 34% yield). (1) The reactants are [CH3:1][O:2][C:3]([CH:5]1[C:9](=O)[CH2:8][S:7][CH2:6]1)=[O:4].[F:11][C:12]1[CH:18]=[C:17]([I:19])[CH:16]=[CH:15][C:13]=1[NH2:14]. The catalyst is C(O)C.C(O)(=O)C. The product is [CH3:1][O:2][C:3]([CH:5]1[C:9]([NH:14][C:13]2[CH:15]=[CH:16][C:17]([I:19])=[CH:18][C:12]=2[F:11])=[CH:8][S:7][CH2:6]1)=[O:4]. The yield is 0.420. (2) The reactants are [C:1]([CH:5]1[CH2:13][C:12]2[C:7](=[CH:8][CH:9]=[C:10]([NH:14][C:15]([C:17]3([C:20]4[CH:30]=[CH:29][C:23]5[O:24][C:25]([F:28])([F:27])[O:26][C:22]=5[CH:21]=4)[CH2:19][CH2:18]3)=[O:16])[CH:11]=2)[N:6]1[CH2:31][CH2:32]C#N)([CH3:4])([CH3:3])[CH3:2].[Cl:35]CC=O.[BH-](OC(C)=O)(OC(C)=O)OC(C)=O.[Na+]. The catalyst is ClCCl. The product is [C:1]([CH:5]1[CH2:13][C:12]2[C:7](=[CH:8][CH:9]=[C:10]([NH:14][C:15]([C:17]3([C:20]4[CH:30]=[CH:29][C:23]5[O:24][C:25]([F:28])([F:27])[O:26][C:22]=5[CH:21]=4)[CH2:19][CH2:18]3)=[O:16])[CH:11]=2)[N:6]1[CH2:31][CH2:32][Cl:35])([CH3:4])([CH3:3])[CH3:2]. The yield is 0.630. (3) The reactants are CO[C:3](=[O:17])[C:4]1[CH:9]=[CH:8][C:7]([NH:10][C:11]2[CH:16]=[CH:15][N:14]=[CH:13][N:12]=2)=[CH:6][CH:5]=1.[Cl-].[CH2:19]([C:21]1[C:22]([F:33])=[C:23]([C:27]2[N:28]=[C:29]([NH3+:32])[S:30][CH:31]=2)[CH:24]=[CH:25][CH:26]=1)[CH3:20]. No catalyst specified. The product is [CH2:19]([C:21]1[C:22]([F:33])=[C:23]([C:27]2[N:28]=[C:29]([NH:32][C:3](=[O:17])[C:4]3[CH:5]=[CH:6][C:7]([NH:10][C:11]4[CH:16]=[CH:15][N:14]=[CH:13][N:12]=4)=[CH:8][CH:9]=3)[S:30][CH:31]=2)[CH:24]=[CH:25][CH:26]=1)[CH3:20]. The yield is 0.270. (4) The reactants are [CH2:1]([O:7][C:8]1[CH:13]=[CH:12][C:11]([C:14]#[C:15][Si](C)(C)C)=[CH:10][CH:9]=1)[CH2:2][CH2:3][CH2:4][CH2:5][CH3:6].[OH-].[K+].C1COCC1.CO. The catalyst is O. The product is [C:14]([C:11]1[CH:12]=[CH:13][C:8]([O:7][CH2:1][CH2:2][CH2:3][CH2:4][CH2:5][CH3:6])=[CH:9][CH:10]=1)#[CH:15]. The yield is 0.940. (5) The reactants are [O:1]=[C:2]1[C:7]([CH2:8][C:9]2[CH:14]=[CH:13][C:12]([C:15]3[C:16]([C:21]#[N:22])=[CH:17][CH:18]=[CH:19][CH:20]=3)=[CH:11][CH:10]=2)=[C:6]([CH2:23][CH2:24][CH3:25])[N:5]2[N:26]=[CH:27][N:28]=[C:4]2[NH:3]1.Br[CH2:30][C:31]([O:33][C:34]([CH3:37])([CH3:36])[CH3:35])=[O:32].C(=O)([O-])[O-].[K+].[K+].CN(C)C=O. The catalyst is C(OCC)(=O)C. The product is [C:21]([C:16]1[CH:17]=[CH:18][CH:19]=[CH:20][C:15]=1[C:12]1[CH:11]=[CH:10][C:9]([CH2:8][C:7]2[C:2](=[O:1])[N:3]([CH2:30][C:31]([O:33][C:34]([CH3:37])([CH3:36])[CH3:35])=[O:32])[C:4]3[N:5]([N:26]=[CH:27][N:28]=3)[C:6]=2[CH2:23][CH2:24][CH3:25])=[CH:14][CH:13]=1)#[N:22]. The yield is 0.250. (6) The reactants are [O:1]1[CH2:6][CH:5]=[C:4]([C:7]2[CH:8]=[C:9]([C:23]3[N:28]=[C:27]([CH3:29])[N:26]=[C:25]([N:30](CC4C=CC(OC)=CC=4)CC4C=CC(OC)=CC=4)[N:24]=3)[C:10]([NH:13][C:14]3[CH:15]=[N:16][C:17]([O:21][CH3:22])=[C:18]([F:20])[CH:19]=3)=[N:11][CH:12]=2)[CH2:3][CH2:2]1.FC(F)(F)S(O)(=O)=O. The catalyst is C(O)(C(F)(F)F)=O. The product is [O:1]1[CH2:2][CH:3]=[C:4]([C:7]2[CH:8]=[C:9]([C:23]3[N:28]=[C:27]([CH3:29])[N:26]=[C:25]([NH2:30])[N:24]=3)[C:10]([NH:13][C:14]3[CH:15]=[N:16][C:17]([O:21][CH3:22])=[C:18]([F:20])[CH:19]=3)=[N:11][CH:12]=2)[CH2:5][CH2:6]1. The yield is 0.790. (7) The yield is 0.630. The reactants are [C:1]([O:5][C:6]([NH:8][C@@H:9]([C:11]([OH:13])=O)[CH3:10])=[O:7])([CH3:4])([CH3:3])[CH3:2].CN1CCOCC1.C(OC(Cl)=O)C(C)C.[CH3:29][O:30][C:31](=[O:51])[C@H:32]([NH:42][CH2:43][C:44]1[CH:49]=[CH:48][C:47]([F:50])=[CH:46][CH:45]=1)[CH2:33][O:34][CH2:35][C:36]1[CH:41]=[CH:40][CH:39]=[CH:38][CH:37]=1. The catalyst is O1CCCC1.C(OCC)(=O)C. The product is [CH3:29][O:30][C:31](=[O:51])[C@H:32]([N:42]([CH2:43][C:44]1[CH:49]=[CH:48][C:47]([F:50])=[CH:46][CH:45]=1)[C:11]([C@@H:9]([NH:8][C:6]([O:5][C:1]([CH3:2])([CH3:3])[CH3:4])=[O:7])[CH3:10])=[O:13])[CH2:33][O:34][CH2:35][C:36]1[CH:41]=[CH:40][CH:39]=[CH:38][CH:37]=1. (8) The reactants are OS(O)(=O)=O.[S:6]1[C:10]2[CH:11]=[C:12]([NH:15][C:16]([NH:18][CH2:19][CH:20](OC)OC)=[O:17])[CH:13]=[CH:14][C:9]=2[N:8]=[CH:7]1.CO.[OH-].[K+]. The catalyst is C(Cl)(Cl)Cl. The product is [S:6]1[C:10]2[CH:11]=[C:12]([N:15]3[CH:20]=[CH:19][NH:18][C:16]3=[O:17])[CH:13]=[CH:14][C:9]=2[N:8]=[CH:7]1. The yield is 0.736. (9) No catalyst specified. The yield is 1.00. The product is [C:1]([NH:5][C:6](=[O:7])[OH:8])([CH3:4])([CH3:3])[CH3:2].[CH2:19]([NH:22][C:11]([C:12]1([S:15]([NH2:18])(=[O:17])=[O:16])[CH2:14][CH2:13]1)=[O:10])[CH2:20][CH3:21]. The reactants are [C:1]([NH:5][C:6](=[O:8])[OH:7])([CH3:4])([CH3:3])[CH3:2].C[O:10][CH2:11][C:12]1([S:15]([NH2:18])(=[O:17])=[O:16])[CH2:14][CH2:13]1.[CH2:19]([N:22]=C=O)[CH2:20][CH3:21].